Dataset: Reaction yield outcomes from USPTO patents with 853,638 reactions. Task: Predict the reaction yield, written as a fraction of the theoretical maximum amount of product (1.0 means a 100% yield; for example, 0.34 means a 34% yield). The reactants are [CH2:1]([N:3]([CH2:15][CH3:16])[CH2:4][CH2:5][CH2:6][O:7][C:8]1[CH:13]=[CH:12][C:11]([NH2:14])=[CH:10][CH:9]=1)[CH3:2].[CH3:17][C:18]1[CH:26]=[CH:25][CH:24]=[C:23]2[C:19]=1[C:20](=[CH:28]O)[C:21](=[O:27])[NH:22]2. The catalyst is C1COCC1. The yield is 0.520. The product is [CH2:15]([N:3]([CH2:1][CH3:2])[CH2:4][CH2:5][CH2:6][O:7][C:8]1[CH:9]=[CH:10][C:11]([NH:14][CH:28]=[C:20]2[C:19]3[C:23](=[CH:24][CH:25]=[CH:26][C:18]=3[CH3:17])[NH:22][C:21]2=[O:27])=[CH:12][CH:13]=1)[CH3:16].